From a dataset of Forward reaction prediction with 1.9M reactions from USPTO patents (1976-2016). Predict the product of the given reaction. Given the reactants [C:1]1([CH:7]2[O:12][CH2:11][CH2:10][NH:9][CH2:8]2)[CH:6]=[CH:5][CH:4]=[CH:3][CH:2]=1.[CH3:13][C:14]([CH3:20])([CH3:19])[CH2:15][C:16](Cl)=[O:17].C(N(CC)CC)C, predict the reaction product. The product is: [CH3:13][C:14]([CH3:20])([CH3:19])[CH2:15][C:16]([N:9]1[CH2:10][CH2:11][O:12][CH:7]([C:1]2[CH:2]=[CH:3][CH:4]=[CH:5][CH:6]=2)[CH2:8]1)=[O:17].